Dataset: Forward reaction prediction with 1.9M reactions from USPTO patents (1976-2016). Task: Predict the product of the given reaction. (1) Given the reactants [CH:1]1([C:4]2[CH:9]=[CH:8][C:7]([NH2:10])=[C:6]([N+:11]([O-:13])=[O:12])[CH:5]=2)[CH2:3][CH2:2]1.C1(C2C=CC(NC(=O)C)=CC=2)CC1.[CH3:27][C:28]([O:31][C:32](O[C:32]([O:31][C:28]([CH3:30])([CH3:29])[CH3:27])=[O:33])=[O:33])([CH3:30])[CH3:29].C(O)(C(F)(F)F)=O, predict the reaction product. The product is: [C:28]([O:31][C:32](=[O:33])[NH:10][C:7]1[CH:8]=[CH:9][C:4]([CH:1]2[CH2:3][CH2:2]2)=[CH:5][C:6]=1[N+:11]([O-:13])=[O:12])([CH3:30])([CH3:29])[CH3:27]. (2) Given the reactants [CH3:1][C:2]1[NH:6][N:5]=[CH:4][C:3]=1[C:7]1[S:15][C:14]2[C:13](=[O:16])[NH:12][C:11]([C@@H:17]3C[CH2:21][CH2:20][CH2:19][NH:18]3)=[N:10][C:9]=2[CH:8]=1.C12(C3NC(=O)C4SC(C5C=NNC=5C)=CC=4N=3)NC(CC1)CC2.CC1NN=CC=1C1SC2C(=O)NC([C@@H]3CC=CCN3)=NC=2C=1.N1CCCC[C@H]1C1NC(=O)C2SC(C3C=NNC=3C(F)(F)F)=CC=2N=1.N12CCC(CC1)C[C@H]2C1NC(=O)C2SC(C3C=NNC=3C)=CC=2N=1, predict the reaction product. The product is: [CH3:1][C:2]1[NH:6][N:5]=[CH:4][C:3]=1[C:7]1[S:15][C:14]2[C:13](=[O:16])[NH:12][C:11]([C@@H:17]3[CH2:21][CH2:20][CH2:19][NH:18]3)=[N:10][C:9]=2[CH:8]=1. (3) Given the reactants [CH3:1][CH2:2][CH2:3][C@H:4]([NH:10][C@H:11]([C:13]([N:15]1[C@H:23]([C:24]([OH:26])=[O:25])[CH2:22][C@H:21]2[C@@H:16]1[CH2:17][CH2:18][CH2:19][CH2:20]2)=[O:14])[CH3:12])[C:5]([O:7][CH2:8][CH3:9])=[O:6].[CH3:27][C:28]([NH2:31])([CH3:30])[CH3:29], predict the reaction product. The product is: [CH3:1][CH2:2][CH2:3][C@H:4]([NH:10][C@H:11]([C:13]([N:15]1[C@H:23]([C:24]([OH:26])=[O:25])[CH2:22][C@H:21]2[C@@H:16]1[CH2:17][CH2:18][CH2:19][CH2:20]2)=[O:14])[CH3:12])[C:5]([O:7][CH2:8][CH3:9])=[O:6].[CH3:27][C:28]([NH2:31])([CH3:30])[CH3:29].[OH2:6]. (4) The product is: [C:2]1([NH:1][C:9]2[C:17]3[C:12](=[N:13][CH:14]=[CH:15][CH:16]=3)[NH:11][CH:10]=2)[CH:7]=[CH:6][CH:5]=[CH:4][CH:3]=1. Given the reactants [NH2:1][C:2]1[CH:7]=[CH:6][CH:5]=[CH:4][CH:3]=1.Br[C:9]1[C:17]2[C:12](=[N:13][CH:14]=[CH:15][CH:16]=2)[N:11]([Si](C(C)C)(C(C)C)C(C)C)[CH:10]=1.C1(C2C=CC=CC=2)C=CC=CC=1P(C(C)(C)C)C(C)(C)C.CC([O-])(C)C.[Na+], predict the reaction product.